This data is from Full USPTO retrosynthesis dataset with 1.9M reactions from patents (1976-2016). The task is: Predict the reactants needed to synthesize the given product. (1) Given the product [Cl:1][C:2]1[C:3]([Cl:25])=[CH:4][C:5]2[N:11]3[CH2:12][CH2:13][N:14]([C:16]([O:18][C:19]([CH3:20])([CH3:21])[CH3:22])=[O:17])[CH2:15][CH:10]3[CH2:9][CH2:8][NH:7][C:6]=2[CH:24]=1, predict the reactants needed to synthesize it. The reactants are: [Cl:1][C:2]1[C:3]([Cl:25])=[CH:4][C:5]2[N:11]3[CH2:12][CH2:13][N:14]([C:16]([O:18][C:19]([CH3:22])([CH3:21])[CH3:20])=[O:17])[CH2:15][CH:10]3[CH2:9][C:8](=O)[NH:7][C:6]=2[CH:24]=1.B.CO. (2) Given the product [CH3:36][NH:37][C:23](=[O:35])[O:1][CH2:2][CH2:3][N:4]1[CH2:9][CH2:8][CH2:7][CH:6]([N:10]2[C:21]3=[C:22]4[C:17](=[CH:18][CH:19]=[CH:20]3)[CH:16]=[N:15][CH:14]=[C:13]4[CH2:12][CH2:11]2)[CH2:5]1, predict the reactants needed to synthesize it. The reactants are: [OH:1][CH2:2][CH2:3][N:4]1[CH2:9][CH2:8][CH2:7][CH:6]([N:10]2[C:21]3=[C:22]4[C:17](=[CH:18][CH:19]=[CH:20]3)[CH:16]=[N:15][CH:14]=[C:13]4[CH2:12][CH2:11]2)[CH2:5]1.[C:23](=[O:35])([O-])OC1C=CC([N+]([O-])=O)=CC=1.[CH3:36][NH2:37].O1CCCC1. (3) Given the product [CH:1]1([O:6][C:8]2[N:9]=[C:10]([NH:26][CH2:27][CH:28]3[CH2:33][CH2:32][O:31][CH2:30][CH2:29]3)[C:11]3[O:16][N:15]=[C:14]([C:17]4[CH:18]=[CH:19][C:20]([C:21]([OH:23])=[O:22])=[CH:24][CH:25]=4)[C:12]=3[N:13]=2)[CH2:5][CH2:4][CH2:3][CH2:2]1, predict the reactants needed to synthesize it. The reactants are: [CH:1]1([OH:6])[CH2:5][CH2:4][CH2:3][CH2:2]1.Cl[C:8]1[N:9]=[C:10]([NH:26][CH2:27][CH:28]2[CH2:33][CH2:32][O:31][CH2:30][CH2:29]2)[C:11]2[O:16][N:15]=[C:14]([C:17]3[CH:25]=[CH:24][C:20]([C:21]([OH:23])=[O:22])=[CH:19][CH:18]=3)[C:12]=2[N:13]=1.[H-].[Na+].O. (4) Given the product [F:1][C:2]1[CH:7]=[CH:6][C:5]([OH:8])=[N:4][C:3]=1[NH:10][CH2:11][CH:12]1[CH2:17][CH2:16][O:15][CH2:14][CH2:13]1, predict the reactants needed to synthesize it. The reactants are: [F:1][C:2]1[C:3]([NH:10][CH2:11][CH:12]2[CH2:17][CH2:16][O:15][CH2:14][CH2:13]2)=[N:4][C:5]([O:8]C)=[CH:6][CH:7]=1.[I-].[Na+].[Si](Cl)(C)(C)C. (5) Given the product [O:4]1[C:8]2=[C:9]([N:13]3[CH2:18][CH2:17][N:16]([CH2:19][CH2:20][C@H:21]4[CH2:26][CH2:25][C@H:24]([NH:27][C:31]([CH:28]5[CH2:30][CH2:29]5)=[O:32])[CH2:23][CH2:22]4)[CH2:15][CH2:14]3)[N:10]=[CH:11][CH:12]=[C:7]2[CH2:6][CH2:5]1, predict the reactants needed to synthesize it. The reactants are: Cl.Cl.Cl.[O:4]1[C:8]2=[C:9]([N:13]3[CH2:18][CH2:17][N:16]([CH2:19][CH2:20][C@H:21]4[CH2:26][CH2:25][C@H:24]([NH2:27])[CH2:23][CH2:22]4)[CH2:15][CH2:14]3)[N:10]=[CH:11][CH:12]=[C:7]2[CH2:6][CH2:5]1.[CH:28]1([C:31](O)=[O:32])[CH2:30][CH2:29]1. (6) The reactants are: FC(F)(C1C=C2C(=CC=1)N=CC(OC)=C2)C(NNC1C=C(C2C=NN(C)C=2)C=CC=1F)=O.[F:33][C:34]([F:50])([C:38]1[CH:39]=[C:40]2[C:45](=[CH:46][CH:47]=1)[N:44]=[CH:43][C:42]([O:48][CH3:49])=[CH:41]2)[C:35]([OH:37])=O.S(Cl)(Cl)=O.C(N(CC)CC)C.[F:62][C:63]1[C:64]([NH:75][NH2:76])=[N:65][CH:66]=[C:67]([C:69]2[CH:70]=[N:71][N:72]([CH3:74])[CH:73]=2)[CH:68]=1. Given the product [F:50][C:34]([F:33])([C:38]1[CH:39]=[C:40]2[C:45](=[CH:46][CH:47]=1)[N:44]=[CH:43][C:42]([O:48][CH3:49])=[CH:41]2)[C:35]([NH:76][NH:75][C:64]1[C:63]([F:62])=[CH:68][C:67]([C:69]2[CH:70]=[N:71][N:72]([CH3:74])[CH:73]=2)=[CH:66][N:65]=1)=[O:37], predict the reactants needed to synthesize it. (7) Given the product [F:1][C:2]1[CH:9]=[C:8]([O:10][CH2:11][C:12]2[S:16][C:15]([C:17]3[CH:22]=[CH:21][C:20]([C:23]([F:24])([F:26])[F:25])=[CH:19][CH:18]=3)=[N:14][C:13]=2[CH3:27])[CH:7]=[CH:6][C:3]=1[C:4]([NH:29][OH:30])=[NH:5], predict the reactants needed to synthesize it. The reactants are: [F:1][C:2]1[CH:9]=[C:8]([O:10][CH2:11][C:12]2[S:16][C:15]([C:17]3[CH:22]=[CH:21][C:20]([C:23]([F:26])([F:25])[F:24])=[CH:19][CH:18]=3)=[N:14][C:13]=2[CH3:27])[CH:7]=[CH:6][C:3]=1[C:4]#[N:5].Cl.[NH2:29][OH:30].C(N(CC)CC)C.